This data is from Full USPTO retrosynthesis dataset with 1.9M reactions from patents (1976-2016). The task is: Predict the reactants needed to synthesize the given product. Given the product [F:6][C:7]1[CH:24]=[C:23]([CH3:25])[CH:22]=[CH:21][C:8]=1[NH:9][C:10]1[C:11]([C:18]([NH:1][O:2][CH2:3][CH2:4][OH:5])=[O:19])=[CH:12][N:13]([CH3:17])[C:14](=[O:16])[CH:15]=1, predict the reactants needed to synthesize it. The reactants are: [NH2:1][O:2][CH2:3][CH2:4][OH:5].[F:6][C:7]1[CH:24]=[C:23]([CH3:25])[CH:22]=[CH:21][C:8]=1[NH:9][C:10]1[C:11]([C:18](O)=[O:19])=[CH:12][N:13]([CH3:17])[C:14](=[O:16])[CH:15]=1.C[N+]1(C2N=C(OC)N=C(OC)N=2)CCOCC1.[Cl-].